This data is from Forward reaction prediction with 1.9M reactions from USPTO patents (1976-2016). The task is: Predict the product of the given reaction. (1) Given the reactants [NH2:1][C:2]1[C:10]2[C:5](=[N:6][C:7]([C:11]3[S:12][CH:13]=[CH:14][CH:15]=3)=[CH:8][CH:9]=2)[S:4][C:3]=1[C:16]([NH:18][C:19]1[CH:24]=[CH:23][CH:22]=[C:21]([C:25]([F:28])([F:27])[F:26])[CH:20]=1)=[O:17].F[B-](F)(F)F.[CH2:34]([O+](CC)CC)[CH3:35], predict the reaction product. The product is: [CH2:34]([NH:1][C:2]1[C:10]2[C:5](=[N:6][C:7]([C:11]3[S:12][CH:13]=[CH:14][CH:15]=3)=[CH:8][CH:9]=2)[S:4][C:3]=1[C:16]([NH:18][C:19]1[CH:24]=[CH:23][CH:22]=[C:21]([C:25]([F:27])([F:28])[F:26])[CH:20]=1)=[O:17])[CH3:35]. (2) Given the reactants [CH2:1]([O:3][C:4]([C:6]1[C:7]([CH3:18])=[C:8]([C:15]([OH:17])=O)[N:9]2[C:14]=1[CH:13]=[CH:12][CH:11]=[N:10]2)=[O:5])[CH3:2].C(N(CC)C(C)C)(C)C.[NH:28]1[CH2:33][CH2:32][O:31][CH2:30][CH2:29]1, predict the reaction product. The product is: [CH3:18][C:7]1[C:6]([C:4]([O:3][CH2:1][CH3:2])=[O:5])=[C:14]2[CH:13]=[CH:12][CH:11]=[N:10][N:9]2[C:8]=1[C:15]([N:28]1[CH2:33][CH2:32][O:31][CH2:30][CH2:29]1)=[O:17]. (3) Given the reactants [Cl:1][C:2]1[CH:3]=[C:4]([CH:25]=[CH:26][C:27]=1[Cl:28])[CH2:5][N:6]([CH3:24])[C:7]([C:9]1[CH2:10][N:11]([CH2:16][CH2:17][N:18]2[CH2:23][CH2:22][S:21][CH2:20][CH2:19]2)[C:12](=[O:15])[C:13]=1[OH:14])=[O:8].[OH:29]O, predict the reaction product. The product is: [Cl:1][C:2]1[CH:3]=[C:4]([CH:25]=[CH:26][C:27]=1[Cl:28])[CH2:5][N:6]([CH3:24])[C:7]([C:9]1[CH2:10][N:11]([CH2:16][CH2:17][N:18]2[CH2:23][CH2:22][S:21](=[O:29])[CH2:20][CH2:19]2)[C:12](=[O:15])[C:13]=1[OH:14])=[O:8]. (4) Given the reactants Cl.[F:2][C:3]([F:18])([F:17])[C:4]1[N:5]=[CH:6][C:7]([NH:10][C@H:11]2[CH2:15][CH2:14][CH2:13][C@@H:12]2[NH2:16])=[N:8][CH:9]=1.[N:19]1([C:25]2[C:26]([C:31](O)=[O:32])=[N:27][CH:28]=[CH:29][CH:30]=2)[CH2:24][CH2:23][CH2:22][CH2:21][CH2:20]1.N1C2C(=NC=CC=2)N(O)N=1.C(Cl)CCl.C(N(CC)CC)C, predict the reaction product. The product is: [N:19]1([C:25]2[C:26]([C:31]([NH:16][C@H:12]3[CH2:13][CH2:14][CH2:15][C@@H:11]3[NH:10][C:7]3[CH:6]=[N:5][C:4]([C:3]([F:2])([F:17])[F:18])=[CH:9][N:8]=3)=[O:32])=[N:27][CH:28]=[CH:29][CH:30]=2)[CH2:20][CH2:21][CH2:22][CH2:23][CH2:24]1.